Dataset: Retrosynthesis with 50K atom-mapped reactions and 10 reaction types from USPTO. Task: Predict the reactants needed to synthesize the given product. (1) Given the product Nc1cnc(Cl)nc1NCc1ccccc1F, predict the reactants needed to synthesize it. The reactants are: NCc1ccccc1F.Nc1cnc(Cl)nc1Cl. (2) Given the product CC(C)(C)OC(=O)Cn1c(SCCOc2ccccc2)nc2ccccc21, predict the reactants needed to synthesize it. The reactants are: BrCCOc1ccccc1.CC(C)(C)OC(=O)Cn1c(S)nc2ccccc21. (3) Given the product CON(C)C(=O)c1ccc(Cl)cc1Nc1ccccc1, predict the reactants needed to synthesize it. The reactants are: CNOC.O=C(O)c1ccc(Cl)cc1Nc1ccccc1. (4) Given the product O=C(c1ccccc1)c1ccccc1, predict the reactants needed to synthesize it. The reactants are: O=C(Cl)c1ccccc1.c1ccccc1. (5) Given the product CN1C(=O)SC(=Cc2ccc([N+](=O)[O-])cc2)C1=O, predict the reactants needed to synthesize it. The reactants are: CI.O=C1NC(=O)C(=Cc2ccc([N+](=O)[O-])cc2)S1. (6) Given the product COc1ccc(F)cc1Sc1ccc(S(C)(=O)=O)cc1Cl, predict the reactants needed to synthesize it. The reactants are: COc1ccc(F)cc1S.CS(=O)(=O)c1ccc(F)c(Cl)c1.